Dataset: NCI-60 drug combinations with 297,098 pairs across 59 cell lines. Task: Regression. Given two drug SMILES strings and cell line genomic features, predict the synergy score measuring deviation from expected non-interaction effect. Drug 1: CC(C1=C(C=CC(=C1Cl)F)Cl)OC2=C(N=CC(=C2)C3=CN(N=C3)C4CCNCC4)N. Drug 2: C1=C(C(=O)NC(=O)N1)N(CCCl)CCCl. Cell line: SK-OV-3. Synergy scores: CSS=34.1, Synergy_ZIP=-2.64, Synergy_Bliss=4.54, Synergy_Loewe=3.54, Synergy_HSA=4.51.